Dataset: Full USPTO retrosynthesis dataset with 1.9M reactions from patents (1976-2016). Task: Predict the reactants needed to synthesize the given product. (1) Given the product [C:1]([CH2:3][CH2:4][CH2:5][NH:6][C:7]([C:9]1[C:13]([NH:14][C:15]([C:17]2[CH:22]=[CH:21][CH:20]=[CH:19][N:18]=2)=[O:16])=[CH:12][NH:11][N:10]=1)=[O:8])#[N:2], predict the reactants needed to synthesize it. The reactants are: [C:1]([CH2:3][CH2:4][CH2:5][NH:6][C:7]([C:9]1[C:13]([NH:14][C:15]([C:17]2[CH:22]=[CH:21][CH:20]=[CH:19][N:18]=2)=[O:16])=[CH:12][N:11](C2CCCCO2)[N:10]=1)=[O:8])#[N:2].O.C1(C)C=CC(S(O)(=O)=O)=CC=1.C(=O)([O-])O.[Na+]. (2) The reactants are: Br[C:2]1[CH:25]=[CH:24][C:5]2[N:6]([C:9]3[CH:10]=[C:11]([NH:15][C:16]([NH:18][CH2:19][C:20]([F:23])([F:22])[F:21])=[O:17])[CH:12]=[CH:13][CH:14]=3)[CH:7]=[N:8][C:4]=2[CH:3]=1.C[O:27][C:28]([C:30]1[CH:31]=[C:32](B(O)O)[CH:33]=[CH:34][CH:35]=1)=[O:29].C(=O)([O-])[O-].[Na+].[Na+].[OH-].[Na+]. Given the product [F:21][C:20]([F:23])([F:22])[CH2:19][NH:18][C:16]([NH:15][C:11]1[CH:10]=[C:9]([N:6]2[C:5]3[CH:24]=[CH:25][C:2]([C:34]4[CH:35]=[C:30]([CH:31]=[CH:32][CH:33]=4)[C:28]([OH:29])=[O:27])=[CH:3][C:4]=3[N:8]=[CH:7]2)[CH:14]=[CH:13][CH:12]=1)=[O:17], predict the reactants needed to synthesize it.